Task: Predict the reactants needed to synthesize the given product.. Dataset: Full USPTO retrosynthesis dataset with 1.9M reactions from patents (1976-2016) (1) Given the product [ClH:1].[ClH:1].[NH2:24][C:19]1[CH:20]=[C:21]([O:22][CH3:23])[C:15]2[O:14][C:13]([C:11]([NH:10][C@@H:4]3[CH:5]4[CH2:6][CH2:7][N:2]([CH2:9][CH2:8]4)[CH2:3]3)=[O:12])=[CH:17][C:16]=2[CH:18]=1, predict the reactants needed to synthesize it. The reactants are: [ClH:1].[N:2]12[CH2:9][CH2:8][CH:5]([CH2:6][CH2:7]1)[C@@H:4]([NH:10][C:11]([C:13]1[O:14][C:15]3[C:21]([O:22][CH3:23])=[CH:20][C:19]([N+:24]([O-])=O)=[CH:18][C:16]=3[CH:17]=1)=[O:12])[CH2:3]2.[OH-].[Na+].C([O-])=O.[NH4+]. (2) Given the product [OH:1][P:4]1(=[O:22])[O:9][CH:8]([C:10]2[CH:19]=[CH:18][C:17]3[C:12](=[CH:13][CH:14]=[CH:15][CH:16]=3)[CH:11]=2)[C:7]([CH3:21])([CH3:20])[CH2:6][O:5]1, predict the reactants needed to synthesize it. The reactants are: [OH-:1].[Na+].Cl[P:4]1(=[O:22])[O:9][CH:8]([C:10]2[CH:19]=[CH:18][C:17]3[C:12](=[CH:13][CH:14]=[CH:15][CH:16]=3)[CH:11]=2)[C:7]([CH3:21])([CH3:20])[CH2:6][O:5]1.Cl. (3) Given the product [ClH:2].[Cl:18][C:19]1[CH:39]=[CH:38][C:22]([CH2:23][C:24]2([F:14])[CH2:29][CH2:28][NH:27][CH2:26][CH2:25]2)=[C:21]([O:40][CH3:41])[CH:20]=1, predict the reactants needed to synthesize it. The reactants are: Cl.[Cl:2]C1C=CC(CC2([F:14])CCNCC2)=C(F)C=1.[Cl:18][C:19]1[CH:39]=[CH:38][C:22]([CH2:23][C:24]2(O)[CH2:29][CH2:28][N:27](C(OC(C)(C)C)=O)[CH2:26][CH2:25]2)=[C:21]([O:40][CH3:41])[CH:20]=1. (4) Given the product [OH:3][C:4]1[CH2:5][O:6][CH2:7][CH2:8][C:9]=1[C:10]([O:12][CH2:13][CH3:14])=[O:11], predict the reactants needed to synthesize it. The reactants are: C([O:3][C:4](=O)[CH2:5][O:6][CH2:7][CH2:8][CH2:9][C:10]([O:12][CH2:13][CH3:14])=[O:11])C.CC([O-])(C)C.[K+].Cl.